From a dataset of Full USPTO retrosynthesis dataset with 1.9M reactions from patents (1976-2016). Predict the reactants needed to synthesize the given product. Given the product [F:18][C:19]1[CH:20]=[C:21]([N:33]2[CH2:37][C@H:36]([CH2:38][NH:39][C:40](=[O:42])[CH3:41])[O:35][C:34]2=[O:43])[CH:22]=[CH:23][C:24]=1[C:25]1[CH2:30][CH2:29][N:28]([C:31]2[NH:32][N:3]=[N:2][N:1]=2)[CH2:27][CH:26]=1, predict the reactants needed to synthesize it. The reactants are: [N:1]([Si](C)(C)C)=[N+:2]=[N-:3].C([Sn](=O)CCCC)CCC.[F:18][C:19]1[CH:20]=[C:21]([N:33]2[CH2:37][C@H:36]([CH2:38][NH:39][C:40](=[O:42])[CH3:41])[O:35][C:34]2=[O:43])[CH:22]=[CH:23][C:24]=1[C:25]1[CH2:30][CH2:29][N:28]([C:31]#[N:32])[CH2:27][CH:26]=1.CO.